From a dataset of HIV replication inhibition screening data with 41,000+ compounds from the AIDS Antiviral Screen. Binary Classification. Given a drug SMILES string, predict its activity (active/inactive) in a high-throughput screening assay against a specified biological target. (1) The drug is N#Cc1c(NC(=O)CN2CCOCC2)c(C(=O)Nc2ccc(Cl)cc2)n2c1CCC2. The result is 0 (inactive). (2) The molecule is O=S1(=O)OC2CCCCC2O1. The result is 0 (inactive). (3) The compound is O=CC1=CCCN(CCc2c[nH]c3ccccc23)C1. The result is 0 (inactive). (4) The compound is COc1ccc(CCCNC(=O)Cc2ccccc2CO)cc1OC. The result is 0 (inactive). (5) The compound is CC(=O)N1C(=O)C(C)(C2=CC(=O)c3ccccc3C2=O)c2ccc(Br)cc21. The result is 0 (inactive). (6) The drug is COc1c(OC)c(C2(O)C(=O)N(C)c3ccccc32)c2c(c1C1(O)C(=O)N(C)c3ccccc31)OCO2. The result is 0 (inactive).